Dataset: Reaction yield outcomes from USPTO patents with 853,638 reactions. Task: Predict the reaction yield, written as a fraction of the theoretical maximum amount of product (1.0 means a 100% yield; for example, 0.34 means a 34% yield). (1) The reactants are [NH2:1][CH2:2][C:3]1[C:4](=[O:19])[N:5]2[CH2:11][C@H:10]([C:12]3[CH:17]=[CH:16][C:15]([Cl:18])=[CH:14][CH:13]=3)[N:9]=[C:6]2[NH:7][N:8]=1.[C:20](O[C:20]([C:22]([F:25])([F:24])[F:23])=[O:21])([C:22]([F:25])([F:24])[F:23])=[O:21]. The catalyst is C(Cl)Cl. The product is [Cl:18][C:15]1[CH:16]=[CH:17][C:12]([C@H:10]2[CH2:11][N:5]3[C:6]([NH:7][N:8]=[C:3]([CH2:2][NH:1][C:20](=[O:21])[C:22]([F:25])([F:24])[F:23])[C:4]3=[O:19])=[N:9]2)=[CH:13][CH:14]=1. The yield is 0.500. (2) The reactants are [N:1]1([CH2:7][C:8]2[CH:13]=[CH:12][C:11]([C:14]3[O:15][C:16]4[C:22]([C:23]([O:25]C)=O)=[CH:21][CH:20]=[CH:19][C:17]=4[N:18]=3)=[CH:10][CH:9]=2)[CH2:6][CH2:5][NH:4][CH2:3][CH2:2]1.O.[NH4+:28]. No catalyst specified. The product is [N:1]1([CH2:7][C:8]2[CH:13]=[CH:12][C:11]([C:14]3[O:15][C:16]4[C:22]([C:23]([NH2:28])=[O:25])=[CH:21][CH:20]=[CH:19][C:17]=4[N:18]=3)=[CH:10][CH:9]=2)[CH2:2][CH2:3][NH:4][CH2:5][CH2:6]1. The yield is 0.330. (3) The reactants are C([O:8][C:9]1[CH:10]=[CH:11][C:12]2[S:16][C:15](=[N:17][C:18](=[O:26])[C:19]3[CH:24]=[CH:23][C:22]([CH3:25])=[CH:21][CH:20]=3)[N:14]([CH:27]([CH2:31][CH3:32])[C:28]([OH:30])=[O:29])[C:13]=2[CH:33]=1)C1C=CC=CC=1.[C:34](OCC)(=O)C. The catalyst is [Pd].CO. The product is [OH:8][C:9]1[CH:10]=[CH:11][C:12]2[S:16][C:15](=[N:17][C:18](=[O:26])[C:19]3[CH:24]=[CH:23][C:22]([CH3:25])=[CH:21][CH:20]=3)[N:14]([CH:27]([CH2:31][CH3:32])[C:28]([O:30][CH3:34])=[O:29])[C:13]=2[CH:33]=1. The yield is 0.900.